Dataset: Full USPTO retrosynthesis dataset with 1.9M reactions from patents (1976-2016). Task: Predict the reactants needed to synthesize the given product. (1) Given the product [CH:1]1([CH2:4][O:5][C:6]2[N:11]=[C:10]([C:12]([N:25]3[CH:26]([C:28]([NH2:30])=[O:29])[CH2:27][S:23](=[O:31])(=[O:22])[CH2:24]3)=[O:14])[CH:9]=[CH:8][C:7]=2[N:15]2[CH2:18][C:17]([F:20])([F:19])[CH2:16]2)[CH2:2][CH2:3]1, predict the reactants needed to synthesize it. The reactants are: [CH:1]1([CH2:4][O:5][C:6]2[N:11]=[C:10]([C:12]([OH:14])=O)[CH:9]=[CH:8][C:7]=2[N:15]2[CH2:18][C:17]([F:20])([F:19])[CH2:16]2)[CH2:3][CH2:2]1.Cl.[O:22]=[S:23]1(=[O:31])[CH2:27][CH:26]([C:28]([NH2:30])=[O:29])[NH:25][CH2:24]1.F[B-](F)(F)F.BrC1C=CC=C[N+]=1CC.CCN(C(C)C)C(C)C. (2) Given the product [N:12]1[C:13]([C:14]2[CH:19]=[CH:18][C:17]([C:2]3[CH:3]=[CH:4][C:43]([C:42]4[O:45][C:46]5[CH:47]=[CH:26][CH:21]=[CH:22][C:23]=5[N:24]=4)=[CH:6][CH:7]=3)=[CH:16][CH:15]=2)=[C:8]([C:5]2[CH:6]=[CH:7][C:2]([C:36]3[CH:37]=[CH:38][C:33]([C:13]4[O:31][C:28]5[CH:5]=[CH:8][CH:9]=[CH:10][C:11]=5[N:12]=4)=[CH:34][CH:35]=3)=[CH:3][CH:4]=2)[CH:9]=[CH:10][C:11]=1[C:21]1[CH:22]=[CH:23][N:24]=[CH:25][CH:26]=1, predict the reactants needed to synthesize it. The reactants are: Br[C:2]1[CH:7]=[CH:6][C:5]([C:8]2[CH:9]=[CH:10][C:11]([C:21]3[CH:26]=[CH:25][N:24]=[CH:23][CH:22]=3)=[N:12][C:13]=2[C:14]2[CH:19]=[CH:18][C:17](Br)=[CH:16][CH:15]=2)=[CH:4][CH:3]=1.[Na+].[C:28](=[O:31])([O-])[O-].[Na+].[C:33]1(B(O)O)[CH:38]=[CH:37][CH:36]=[CH:35][CH:34]=1.[C:42]([O:45][CH2:46][CH3:47])(=O)[CH3:43]. (3) Given the product [C:33]([O:16][C@@H:14]1[CH2:13][C@H:12]([C:17](=[O:18])[NH:19][C:20]2[CH:25]=[CH:24][C:23]([N:26]3[CH2:31][CH2:30][O:29][CH2:28][C:27]3=[O:32])=[CH:22][CH:21]=2)[N:11]([C:9](=[O:10])[NH:8][C:5]2[CH:6]=[CH:7][C:2]([Cl:1])=[CH:3][CH:4]=2)[CH2:15]1)(=[O:37])[CH:34]([CH3:36])[CH3:35], predict the reactants needed to synthesize it. The reactants are: [Cl:1][C:2]1[CH:7]=[CH:6][C:5]([NH:8][C:9]([N:11]2[CH2:15][C@H:14]([OH:16])[CH2:13][C@@H:12]2[C:17]([NH:19][C:20]2[CH:25]=[CH:24][C:23]([N:26]3[CH2:31][CH2:30][O:29][CH2:28][C:27]3=[O:32])=[CH:22][CH:21]=2)=[O:18])=[O:10])=[CH:4][CH:3]=1.[C:33](O[C:33](=[O:37])[CH:34]([CH3:36])[CH3:35])(=[O:37])[CH:34]([CH3:36])[CH3:35].C(OCC)(=O)C. (4) Given the product [Cl:20][C:21]1[N:26]=[C:25]([N:1]2[CH2:2][CH2:3][CH2:4][C@@H:5]3[C@H:10]2[CH2:9][CH2:8][CH2:7][N:6]3[C:32]([N:31]([CH3:35])[CH3:30])=[O:33])[CH:24]=[N:23][C:22]=1[C:28]#[N:29], predict the reactants needed to synthesize it. The reactants are: [NH:1]1[C@H:10]2[C@H:5]([NH:6][CH2:7][CH2:8][CH2:9]2)[CH2:4][CH2:3][CH2:2]1.CCN(C(C)C)C(C)C.[Cl:20][C:21]1[C:22]([C:28]#[N:29])=[N:23][CH:24]=[C:25](Cl)[N:26]=1.[CH3:30][N:31]([CH3:35])[C:32](Cl)=[O:33]. (5) Given the product [CH3:20][O:19][CH2:5][C:6]1[C:7]([N+:16]([O-:18])=[O:17])=[C:8]([CH:13]=[CH:14][CH:15]=1)[C:9]([O:11][CH3:12])=[O:10], predict the reactants needed to synthesize it. The reactants are: C[O-].[Na+].Br[CH2:5][C:6]1[C:7]([N+:16]([O-:18])=[O:17])=[C:8]([CH:13]=[CH:14][CH:15]=1)[C:9]([O:11][CH3:12])=[O:10].[O:19]1CCOC[CH2:20]1.Cl.